From a dataset of Reaction yield outcomes from USPTO patents with 853,638 reactions. Predict the reaction yield, written as a fraction of the theoretical maximum amount of product (1.0 means a 100% yield; for example, 0.34 means a 34% yield). (1) The reactants are [CH2:1]([N:3]([CH2:38][CH3:39])[CH2:4][CH2:5][CH2:6][NH:7][C:8]1[N:9]=[C:10]([C:27]2[CH:28]=[C:29]([CH:33]=[C:34]([F:37])[C:35]=2[CH3:36])[C:30]([OH:32])=O)[C:11]2[CH:17]=[CH:16][C:15](=[O:18])[N:14]([C:19]3[C:24]([F:25])=[CH:23][CH:22]=[CH:21][C:20]=3[F:26])[C:12]=2[N:13]=1)[CH3:2].CN(C(ON1N=NC2C=CC=CC1=2)=[N+](C)C)C.F[P-](F)(F)(F)(F)F.C(N(CC)CC)C.[F:71][C:72]1[CH:78]=[CH:77][C:75]([NH2:76])=[CH:74][CH:73]=1. The catalyst is CN(C=O)C. The product is [CH2:38]([N:3]([CH2:1][CH3:2])[CH2:4][CH2:5][CH2:6][NH:7][C:8]1[N:9]=[C:10]([C:27]2[CH:28]=[C:29]([CH:33]=[C:34]([F:37])[C:35]=2[CH3:36])[C:30]([NH:76][C:75]2[CH:77]=[CH:78][C:72]([F:71])=[CH:73][CH:74]=2)=[O:32])[C:11]2[CH:17]=[CH:16][C:15](=[O:18])[N:14]([C:19]3[C:24]([F:25])=[CH:23][CH:22]=[CH:21][C:20]=3[F:26])[C:12]=2[N:13]=1)[CH3:39]. The yield is 0.580. (2) The reactants are Br[C:2]1[N:3]([CH2:21][C:22]([N:24]([CH3:26])[CH3:25])=[O:23])[C:4]2[C:9]([C:10]=1[CH:11]1[CH2:16][CH2:15][CH2:14][CH2:13][CH2:12]1)=[CH:8][CH:7]=[C:6]([C:17]([O:19][CH3:20])=[O:18])[CH:5]=2.ClCC(N(C)C)=O.C([O-])([O-])=O.[Na+].[Na+].[CH3:40][O:41][C:42]1[CH:47]=[CH:46][C:45](B(O)O)=[CH:44][N:43]=1. The catalyst is O1CCOCC1. The product is [CH:11]1([C:10]2[C:9]3[C:4](=[CH:5][C:6]([C:17]([O:19][CH3:20])=[O:18])=[CH:7][CH:8]=3)[N:3]([CH2:21][C:22]([N:24]([CH3:26])[CH3:25])=[O:23])[C:2]=2[C:45]2[CH:44]=[N:43][C:42]([O:41][CH3:40])=[CH:47][CH:46]=2)[CH2:16][CH2:15][CH2:14][CH2:13][CH2:12]1. The yield is 0.850. (3) The catalyst is CN(C=O)C. The yield is 0.770. The product is [CH2:23]([S:25]([C:28]1[CH:33]=[CH:32][C:31]([CH2:34][NH:35][C:17]([C:13]2[CH:14]=[C:15]3[CH2:16][N:8]([C:6]([O:5][C:1]([CH3:3])([CH3:2])[CH3:4])=[O:7])[C@@H:9]([CH:20]([CH3:21])[CH3:22])[C:10]3=[N:11][CH:12]=2)=[O:19])=[CH:30][CH:29]=1)(=[O:27])=[O:26])[CH3:24]. The reactants are [C:1]([O:5][C:6]([N:8]1[CH2:16][C:15]2[C:10](=[N:11][CH:12]=[C:13]([C:17]([OH:19])=O)[CH:14]=2)[C@@H:9]1[CH:20]([CH3:22])[CH3:21])=[O:7])([CH3:4])([CH3:3])[CH3:2].[CH2:23]([S:25]([C:28]1[CH:33]=[CH:32][C:31]([CH2:34][NH2:35])=[CH:30][CH:29]=1)(=[O:27])=[O:26])[CH3:24].CN(C(ON1N=NC2C=CC=NC1=2)=[N+](C)C)C.F[P-](F)(F)(F)(F)F.C(N(C(C)C)CC)(C)C. (4) The reactants are OC[C:3]([CH3:7])([CH2:5]O)C.O.[CH3:9][C:10]([CH3:12])=O.[CH3:13][CH:14](O)[CH3:15]. The catalyst is CC([O-])=O.CC([O-])=O.[Pd+2]. The yield is 0.680. The product is [CH3:9][CH2:10][CH2:12][CH2:13][CH2:14][CH2:15][CH2:5][CH2:3][CH3:7].